Dataset: Experimentally validated miRNA-target interactions with 360,000+ pairs, plus equal number of negative samples. Task: Binary Classification. Given a miRNA mature sequence and a target amino acid sequence, predict their likelihood of interaction. (1) The miRNA is hsa-miR-199b-3p with sequence ACAGUAGUCUGCACAUUGGUUA. The protein sequence of the target gene is MGAPHWWDQLQAGSSEVDWCEDNYTIVPAIAEFYNTISNVLFFILPPICMCLFRQYATCFNSGIYLIWTLLVVVGIGSVYFHATLSFLGQMLDELAVLWVLMCALAMWFPRRYLPKIFRNDRGRFKVVVSVLSAVTTCLAFVKPAINNISLMTLGVPCTALLIAELKRCDNMRVFKLGLFSGLWWTLALFCWISDRAFCELLSSFNFPYLHCMWHILICLAAYLGCVCFAYFDAASEIPEQGPVIKFWPNEKWAFIGVPYVSLLCANKKSSVKIT. Result: 1 (interaction). (2) The miRNA is hsa-miR-7704 with sequence CGGGGUCGGCGGCGACGUG. The protein sequence of the target gene is MELKRGKTFIKSSLQVSHEKPPDPAAVAAAREGTGPWSVLPGGQQRPHSEKGPQASPSAQEYDRCPNKGAQLDPKGGPAALCGATFKPVRKCKTHDSMSGAGRATAATGQLVGSASFPGSPGSRRMIDYRHFVPQMPFVPAVAKSIPRKRISLKRPKKCFRNLFHIRRNKTEDLASLAAEGKSLPSPGDPSDPGGRRSKAFLPPGEGPGLDGLCQDLLDSELLADASFGLCRALCEDVASLQSFDSLTGCGEVFADESSVPSLELNEGPESPTQAAQGLESKVPRGPLQGSVEQLASPAQ.... Result: 0 (no interaction). (3) The miRNA is hsa-miR-95-5p with sequence UCAAUAAAUGUCUGUUGAAUU. The protein sequence of the target gene is MNPVYSPGSSGVPYANAKGIGYPAGFPMGYAAAAPAYSPNMYPGANPTFQTGYTPGTPYKVSCSPTSGAVPPYSSSPNPYQTAVYPVRSAYPQQSPYAQQGTYYTQPLYAAPPHVIHHTTVVQPNGMPATVYPAPIPPPRGNGVTMGMVAGTTMAMSAGTLLTAHSPTPVAPHPVTVPTYRAPGTPTYSYVPPQW. Result: 1 (interaction). (4) The miRNA is cel-miR-1020-3p with sequence AUUAUUCUGUGACACUUUCAG. The protein sequence of the target gene is MAEGGTGPDGRAGPGPAGPNLKEWLREQFCDHPLEHCDDTRLHDAAYVGDLQTLRNLLQEESYRSRINEKSVWCCGWLPCTPLRIAATAGHGNCVDFLIRKGAEVDLVDVKGQTALYVAVVNGHLESTEILLEAGADPNGSRHHRSTPVYHASRVGRDDILKALIRYGADVDVNHHLTPDTRPPFSRRLTSLVVCPLYISAAYHNLQCFRLLLQAGANPDFNCNGPVNTQEFYRGSPGCVMDAVLRHGCEAAFVSLLVEFGANLNLVKWESLGPEARGRRKMDPEALQVFKEARSIPRTL.... Result: 0 (no interaction). (5) The miRNA is mmu-miR-5132-5p with sequence GCGUGGGGUGGUGGACUCAGG. The protein sequence of the target gene is MNGQLDLSGKLIIKAQLGEDIRRIPIHNEDITYDELVLMMQRVFRGKLLSNDEVTIKYKDEDGDLITIFDSSDLSFAIQCSRILKLTLFVNGQPRPLESSQVKYLRRELIELRNKVNRLLDSLEPPGEPGPSTNIPENDTVDGREEKSASDSSGKQSTQVMAASMSAFDPLKNQDEINKNVMSAFGLTDDQVSGPPSAPAEDRSGTPDSIASSSSAAHPPGVQPQQPPYTGAQTQAGQIEGQMYQQYQQQAGYGAQQPQAPPQQPQQYGIQYSASYSQQTGPQQPQQFQGYGQQPTSQAP.... Result: 0 (no interaction). (6) The miRNA is cel-miR-51-5p with sequence UACCCGUAGCUCCUAUCCAUGUU. The protein sequence of the target gene is MPELYTEDFIQGCDVGELQEPGLPGVLSYVGAQERALDHRKPSTSSKKTKRVEIDQRCENRLECNGAISAHCNLRLPDSNDSPASASRVAGITDLSRNCVIKELAPQQEGNPGEVFHTVTLEQHEKHDIEEFCFREIKKKIHDFDCQWRDDERNCNKVTTAPKENLTCRRDQRDRRGIGNKSIKHQLGLSFLPHPHELQQFQAEGKIYECNHVEKSVNHGSSVSPPQIISSTIKTHVSNKYGTDFICSSLLTQEQKSCIREKPYRYIECDKALNHGSHMTVRQVSHSGEKGYKCDLCGKV.... Result: 0 (no interaction). (7) The miRNA is mmu-miR-3059-5p with sequence UUUCCUCUCUGCCCCAUAGGGU. The protein sequence of the target gene is MGEFNEKKATCGTVCLKYLLFTYNCCFWLAGLAVMAVGIWTLALKSDYISLLASSTYLATAYILVVAGVVVMVTGVLGCCATFKERRNLLRLYFILLLIIFLLEIIAGILAYVYYQQLNTELKENLKDTMVKRYHQSGHEGVSSAVDKLQQEFHCCGSNNSQDWQDSEWIRSGEADSRVVPDSCCKTMVAGCGKRDHASNIYKVEGGCITKLETFIQEHLRVIGAVGIGIACVQVFGMIFTCCLYRSLKLEHY. Result: 0 (no interaction). (8) The miRNA is hsa-miR-6068 with sequence CCUGCGAGUCUCCGGCGGUGG. The protein sequence of the target gene is MADEELEALRRQRLAELQAKHGDPGDAAQQEAKHREAEMRNSILAQVLDQSARARLSNLALVKPEKTKAVENYLIQMARYGQLSEKVSEQGLIEILKKVSQQTEKTTTVKFNRRKVMDSDEDDDY. Result: 0 (no interaction). (9) The miRNA is hsa-miR-92a-3p with sequence UAUUGCACUUGUCCCGGCCUGU. The protein sequence of the target gene is MPPKDDKKKKDAGKSAKKDKDPVNKSGGKAKKKKWSKGKVRDKLNNLVLFDKATYDKLCKEVPNYKLITPAVVSERLKIRGSLARAALQELLSKGLIKLVSKHRAQVIYTRNTKGGDAPAAGEDA. Result: 1 (interaction).